This data is from Reaction yield outcomes from USPTO patents with 853,638 reactions. The task is: Predict the reaction yield, written as a fraction of the theoretical maximum amount of product (1.0 means a 100% yield; for example, 0.34 means a 34% yield). (1) The yield is 0.430. The catalyst is CN(C)C=O.CCCCCC. The reactants are [H-].[Na+].C1C2NC3C(=CC=CC=3)C=2C(=O)CC1.[Br:17][C:18]1[CH:19]=[C:20]([CH:24]=[CH:25][C:26]=1[N:27]1[C:39]2[CH2:38][CH2:37][CH2:36][C:35](=[O:40])[C:34]=2[C:33]2[C:28]1=[CH:29][CH:30]=[CH:31][CH:32]=2)[C:21]([NH2:23])=O.BrC1C=C(C=CC=1F)C#N. The product is [Br:17][C:18]1[CH:19]=[C:20]([CH:24]=[CH:25][C:26]=1[N:27]1[C:39]2[CH2:38][CH2:37][CH2:36][C:35](=[O:40])[C:34]=2[C:33]2[C:28]1=[CH:29][CH:30]=[CH:31][CH:32]=2)[C:21]#[N:23]. (2) The reactants are [NH2:1][C:2]1([CH2:19][O:20][CH2:21][C:22]#[N:23])[C:15]2[C:10](=[N:11][CH:12]=[C:13]([Cl:16])[CH:14]=2)[O:9][C:8]2[C:3]1=[CH:4][C:5]([Br:18])=[C:6]([F:17])[CH:7]=2.C[Al](C)C. The catalyst is CC1OCCC1. The product is [Br:18][C:5]1[CH:4]=[C:3]2[C:2]3([N:1]=[C:22]([NH2:23])[CH2:21][O:20][CH2:19]3)[C:15]3[C:10](=[N:11][CH:12]=[C:13]([Cl:16])[CH:14]=3)[O:9][C:8]2=[CH:7][C:6]=1[F:17]. The yield is 0.310. (3) The catalyst is C1COCC1. The product is [NH2:11][C:5]1[CH:4]=[CH:3][C:2]([Br:1])=[CH:13][C:6]=1[C:7]([N:14]1[CH2:19][CH2:18][O:17][CH2:16][CH2:15]1)=[O:9]. The yield is 0.940. The reactants are [Br:1][C:2]1[CH:13]=[C:6]2[C:7]([O:9]C(=O)[NH:11][C:5]2=[CH:4][CH:3]=1)=O.[NH:14]1[CH2:19][CH2:18][O:17][CH2:16][CH2:15]1. (4) The reactants are I[C:2]1[CH:7]=[CH:6][CH:5]=[CH:4][N:3]=1.[CH2:8]([C:12]1[N:16]([CH3:17])[C:15]2[CH:18]=[CH:19][CH:20]=[CH:21][C:14]=2[N:13]=1)[CH2:9][C:10]#[CH:11]. No catalyst specified. The product is [CH3:17][N:16]1[C:15]2[CH:18]=[CH:19][CH:20]=[CH:21][C:14]=2[N:13]=[C:12]1[CH2:8][CH2:9][C:10]#[C:11][C:2]1[CH:7]=[CH:6][CH:5]=[CH:4][N:3]=1. The yield is 0.310. (5) The reactants are [C:1](O)(=[O:3])[CH3:2].[NH2:5][C:6]1[CH:7]=[C:8]([C:12]2[N:17]=[C:16]([O:18][CH3:19])[N:15]=[C:14]([NH:20][CH2:21][CH2:22][C:23]3[CH:28]=[CH:27][C:26]([O:29][CH3:30])=[CH:25][CH:24]=3)[CH:13]=2)[CH:9]=[CH:10][CH:11]=1.C(Cl)(=O)C. The catalyst is N1C=CC=CC=1. The product is [CH3:19][O:18][C:16]1[N:17]=[C:12]([C:8]2[CH:7]=[C:6]([NH:5][C:1](=[O:3])[CH3:2])[CH:11]=[CH:10][CH:9]=2)[CH:13]=[C:14]([NH:20][CH2:21][CH2:22][C:23]2[CH:24]=[CH:25][C:26]([O:29][CH3:30])=[CH:27][CH:28]=2)[N:15]=1. The yield is 0.340. (6) The reactants are FC(F)(F)C(O)=O.[C:8]1([CH2:18][NH:19][NH:20]C(OC(C)(C)C)=O)[C:17]2[C:12](=[CH:13][CH:14]=[CH:15][CH:16]=2)[CH:11]=[CH:10][CH:9]=1.O=[C:29]([CH2:35][C:36](=O)[CH3:37])[C:30]([O:32][CH2:33][CH3:34])=[O:31]. The catalyst is C(Cl)Cl.C(O)(=O)C. The product is [CH3:37][C:36]1[N:19]([CH2:18][C:8]2[C:17]3[C:12](=[CH:13][CH:14]=[CH:15][CH:16]=3)[CH:11]=[CH:10][CH:9]=2)[N:20]=[C:29]([C:30]([O:32][CH2:33][CH3:34])=[O:31])[CH:35]=1. The yield is 0.530. (7) The reactants are [Cl:1][C:2]1[CH:7]=[CH:6][C:5]([CH3:8])=[CH:4][C:3]=1[OH:9].[C:10](=O)([O-])[O-].[K+].[K+].CI. The catalyst is CN(C=O)C. The product is [Cl:1][C:2]1[CH:7]=[CH:6][C:5]([CH3:8])=[CH:4][C:3]=1[O:9][CH3:10]. The yield is 0.920. (8) The reactants are Cl.[C:2]([NH2:5])(=[NH:4])[CH3:3].C[O-].[Na+].[C:9]([C:11]1[CH:16]=[CH:15][CH:14]=[CH:13][C:12]=1[C:17]1[CH:22]=[CH:21][C:20]([CH2:23][CH:24]([C:29](=O)[CH2:30][O:31][CH3:32])[C:25](OC)=[O:26])=[CH:19][CH:18]=1)#[N:10].O1CCOCC1. The catalyst is CO. The product is [CH3:32][O:31][CH2:30][C:29]1[N:4]=[C:2]([CH3:3])[NH:5][C:25](=[O:26])[C:24]=1[CH2:23][C:20]1[CH:21]=[CH:22][C:17]([C:12]2[C:11]([C:9]#[N:10])=[CH:16][CH:15]=[CH:14][CH:13]=2)=[CH:18][CH:19]=1. The yield is 0.860. (9) The reactants are F[C:2](F)(F)[C:3]1[CH:8]=[CH:7][C:6]([CH2:9][NH2:10])=[CH:5][CH:4]=1.CC1C=CC(CN)=CC=1.[C:22]([NH:30][C:31]1[CH:32]=[C:33]([CH:37]=[CH:38][N:39]=1)[C:34](O)=[O:35])(=[O:29])[C:23]1[CH:28]=[CH:27][CH:26]=[CH:25][CH:24]=1. No catalyst specified. The product is [C:22]([NH:30][C:31]1[CH:32]=[C:33]([CH:37]=[CH:38][N:39]=1)[C:34]([NH:10][CH2:9][C:6]1[CH:7]=[CH:8][C:3]([CH3:2])=[CH:4][CH:5]=1)=[O:35])(=[O:29])[C:23]1[CH:24]=[CH:25][CH:26]=[CH:27][CH:28]=1. The yield is 0.350.